Task: Regression. Given a peptide amino acid sequence and an MHC pseudo amino acid sequence, predict their binding affinity value. This is MHC class I binding data.. Dataset: Peptide-MHC class I binding affinity with 185,985 pairs from IEDB/IMGT (1) The peptide sequence is YFENSDLNL. The MHC is HLA-A02:03 with pseudo-sequence HLA-A02:03. The binding affinity (normalized) is 0.0847. (2) The peptide sequence is FLRKNQRAL. The MHC is BoLA-HD6 with pseudo-sequence BoLA-HD6. The binding affinity (normalized) is 0.509.